From a dataset of Full USPTO retrosynthesis dataset with 1.9M reactions from patents (1976-2016). Predict the reactants needed to synthesize the given product. (1) Given the product [CH3:1][NH:2][C:10]1[N:15]=[CH:14][C:13]2[N:16]=[CH:17][N:18]([CH3:19])[C:12]=2[CH:11]=1, predict the reactants needed to synthesize it. The reactants are: [CH3:1][N:2]([C:10]1[N:15]=[CH:14][C:13]2[N:16]=[CH:17][N:18]([CH3:19])[C:12]=2[CH:11]=1)C(=O)OC(C)(C)C.Cl.O1CCOCC1. (2) Given the product [Cl:58][C:53]1[CH:54]=[CH:55][CH:56]=[CH:57][C:52]=1[CH2:51][N:39]1[C:38](=[O:59])[C:37]([CH2:36][CH2:35][CH2:32][OH:33])=[CH:42][C:41]([C:43]2[CH:48]=[CH:47][C:46]([F:49])=[C:45]([CH3:50])[CH:44]=2)=[N:40]1, predict the reactants needed to synthesize it. The reactants are: FC1C=C(F)C=CC=1C1C=C(CN2C(=O)C3=CC=CC=C3C2=O)C(=O)N(CC(C)C)N=1.[C:32]([CH2:35][CH2:36][C:37]1[C:38](=[O:59])[N:39]([CH2:51][C:52]2[CH:57]=[CH:56][CH:55]=[CH:54][C:53]=2[Cl:58])[N:40]=[C:41]([C:43]2[CH:48]=[CH:47][C:46]([F:49])=[C:45]([CH3:50])[CH:44]=2)[CH:42]=1)(O)=[O:33]. (3) Given the product [Cl:1][C:2]1[CH:3]=[C:4]([NH:8][C:9]([C:11]2[N:12]=[C:13]([CH3:17])[S:14][C:15]=2[NH:16][C:18](=[O:25])[C:19]2[CH:24]=[CH:23][CH:22]=[CH:21][CH:20]=2)=[O:10])[CH:5]=[CH:6][CH:7]=1, predict the reactants needed to synthesize it. The reactants are: [Cl:1][C:2]1[CH:3]=[C:4]([NH:8][C:9]([C:11]2[N:12]=[C:13]([CH3:17])[S:14][C:15]=2[NH2:16])=[O:10])[CH:5]=[CH:6][CH:7]=1.[C:18](Cl)(=[O:25])[C:19]1[CH:24]=[CH:23][CH:22]=[CH:21][CH:20]=1. (4) Given the product [C:16]([CH2:15][C:8]1[C:7]([F:22])=[C:6]([O:2][CH3:1])[CH:11]=[CH:10][C:9]=1[N+:12]([O-:14])=[O:13])(=[O:20])[CH3:17], predict the reactants needed to synthesize it. The reactants are: [CH3:1][O-:2].[Na+].[Na].F[C:6]1[CH:11]=[CH:10][C:9]([N+:12]([O-:14])=[O:13])=[C:8]([CH2:15][C:16]([O:20]C)(OC)[CH3:17])[C:7]=1[F:22]. (5) Given the product [NH3:7].[C:1]([O:5][C:6](=[O:31])[N:7]([C:8]1[CH:13]=[CH:12][C:11]([N:14]2[CH2:19][CH2:18][N:17]([CH3:20])[CH2:16][CH2:15]2)=[CH:10][CH:9]=1)[C:21]1[C:22]2[N:23]([CH:28]=[CH:29][N:30]=2)[C:24]([Sn:41]([CH2:42][CH2:43][CH2:44][CH3:45])([CH2:46][CH2:47][CH2:48][CH3:49])[CH2:37][CH2:38][CH2:39][CH3:40])=[CH:25][N:26]=1)([CH3:4])([CH3:3])[CH3:2], predict the reactants needed to synthesize it. The reactants are: [C:1]([O:5][C:6](=[O:31])[N:7]([C:21]1[C:22]2[N:23]([CH:28]=[CH:29][N:30]=2)[C:24](Br)=[CH:25][N:26]=1)[C:8]1[CH:13]=[CH:12][C:11]([N:14]2[CH2:19][CH2:18][N:17]([CH3:20])[CH2:16][CH2:15]2)=[CH:10][CH:9]=1)([CH3:4])([CH3:3])[CH3:2].C([Mg]Cl)(C)C.[CH2:37]([Sn:41](Cl)([CH2:46][CH2:47][CH2:48][CH3:49])[CH2:42][CH2:43][CH2:44][CH3:45])[CH2:38][CH2:39][CH3:40].